From a dataset of Forward reaction prediction with 1.9M reactions from USPTO patents (1976-2016). Predict the product of the given reaction. (1) Given the reactants [H-].[Na+].[Br:3][C:4]1[C:5]([N:9]([CH3:11])[CH3:10])=[N:6][NH:7][CH:8]=1.CS(O[CH:17]1[CH2:22][CH2:21][N:20]([C:23]([O:25][C:26]([CH3:29])([CH3:28])[CH3:27])=[O:24])[CH2:19][CH2:18]1)(=O)=O, predict the reaction product. The product is: [Br:3][C:4]1[C:5]([N:9]([CH3:11])[CH3:10])=[N:6][N:7]([CH:17]2[CH2:22][CH2:21][N:20]([C:23]([O:25][C:26]([CH3:29])([CH3:28])[CH3:27])=[O:24])[CH2:19][CH2:18]2)[CH:8]=1. (2) Given the reactants [NH:1]1[C:5]2[CH:6]=[CH:7][C:8]([C:10]([OH:12])=O)=[CH:9][C:4]=2[N:3]=[CH:2]1.[CH3:13][O:14][C:15]1[CH:35]=[CH:34][C:18]([O:19][C:20]2[CH:33]=[CH:32][C:23]3[C@@H:24]4[C@H:29]([CH2:30][CH2:31][C:22]=3[CH:21]=2)[NH:28][CH2:27][CH2:26][CH2:25]4)=[CH:17][CH:16]=1, predict the reaction product. The product is: [NH:1]1[C:5]2[CH:6]=[CH:7][C:8]([C:10]([N:28]3[C@@H:29]4[C@@H:24]([C:23]5[CH:32]=[CH:33][C:20]([O:19][C:18]6[CH:17]=[CH:16][C:15]([O:14][CH3:13])=[CH:35][CH:34]=6)=[CH:21][C:22]=5[CH2:31][CH2:30]4)[CH2:25][CH2:26][CH2:27]3)=[O:12])=[CH:9][C:4]=2[N:3]=[CH:2]1. (3) Given the reactants C(O[C:5](=[O:7])[CH3:6])(=O)C.[NH2:8][CH:9]1[CH2:14][CH2:13][N:12]([CH2:15][C:16]2[CH:21]=[CH:20][CH:19]=[CH:18][CH:17]=2)[CH2:11][C:10]1([CH3:23])[CH3:22], predict the reaction product. The product is: [C:5]([NH:8][CH:9]1[CH2:14][CH2:13][N:12]([CH2:15][C:16]2[CH:21]=[CH:20][CH:19]=[CH:18][CH:17]=2)[CH2:11][C:10]1([CH3:23])[CH3:22])(=[O:7])[CH3:6]. (4) Given the reactants [Cl-].[NH4+:2].P([O:4][C:5](=[O:12])[C:6]1[CH:11]=[CH:10][CH:9]=[CH:8][CH:7]=1)([O:4][C:5](=[O:12])[C:6]1[CH:11]=[CH:10][CH:9]=[CH:8][CH:7]=1)[O:4][C:5](=[O:12])[C:6]1[CH:11]=[CH:10][CH:9]=[CH:8][CH:7]=1, predict the reaction product. The product is: [C:5]([O-:12])(=[O:4])[C:6]1[CH:11]=[CH:10][CH:9]=[CH:8][CH:7]=1.[NH4+:2]. (5) Given the reactants [O:1]=[C:2]1[CH:7]=[CH:6][CH:5]=[CH:4][N:3]1[CH2:8][C:9]([O:11][CH2:12][CH3:13])=[O:10].C(O[CH:17](OCC)[N:18]([CH3:20])[CH3:19])C, predict the reaction product. The product is: [CH3:17][N:18]([CH3:20])[CH:19]=[C:8]([N:3]1[CH:4]=[CH:5][CH:6]=[CH:7][C:2]1=[O:1])[C:9]([O:11][CH2:12][CH3:13])=[O:10].